Predict the reaction yield, written as a fraction of the theoretical maximum amount of product (1.0 means a 100% yield; for example, 0.34 means a 34% yield). From a dataset of Reaction yield outcomes from USPTO patents with 853,638 reactions. (1) The reactants are F[B-](F)(F)F.[Cl:6][C:7]1[CH:12]=[CH:11]C([N+]#N)=C[N:8]=1.F[C:16]([F:21])(F)[C:17](O)=O.[OH:22]O. The catalyst is CCCCCCC. The product is [Cl:6][C:7]1[CH:12]=[CH:11][C:16]([F:21])=[CH:17][N+:8]=1[O-:22]. The yield is 0.730. (2) The reactants are [NH:1]1[C:5]2[CH:6]=[CH:7][C:8]([C:10]([OH:12])=O)=[CH:9][C:4]=2[N:3]=[CH:2]1.[CH3:13][O:14][C:15]([C:17]1[C:22]2[C@@H:23]3[C@H:28]([CH2:29][CH2:30][C:21]=2[CH:20]=[CH:19][CH:18]=1)[NH:27][CH2:26][CH2:25][CH2:24]3)=[O:16]. The catalyst is C(Cl)Cl.CO. The product is [CH3:13][O:14][C:15]([C:17]1[C:22]2[C@@H:23]3[C@H:28]([CH2:29][CH2:30][C:21]=2[CH:20]=[CH:19][CH:18]=1)[N:27]([C:10]([C:8]1[CH:7]=[CH:6][C:5]2[NH:1][CH:2]=[N:3][C:4]=2[CH:9]=1)=[O:12])[CH2:26][CH2:25][CH2:24]3)=[O:16]. The yield is 0.430. (3) The reactants are [Br:1]Br.[Br:3][C:4]1[CH:9]=[CH:8][C:7]([C:10](=[O:12])[CH3:11])=[CH:6][CH:5]=1. The catalyst is ClCCl. The product is [Br:1][CH2:11][C:10]([C:7]1[CH:8]=[CH:9][C:4]([Br:3])=[CH:5][CH:6]=1)=[O:12]. The yield is 0.860. (4) The reactants are [Cl:1][C:2]1[N:3]=[C:4]([N:14]2[CH2:19][CH2:18][O:17][CH2:16][CH2:15]2)[C:5]2[N:10]=[C:9]([C:11]([OH:13])=O)[S:8][C:6]=2[N:7]=1.C(Cl)(=O)C(Cl)=O.CCN(CC)CC.[NH:33]1[CH2:36][CH:35]([N:37]2[CH2:42][CH2:41][O:40][CH2:39][CH2:38]2)[CH2:34]1. The catalyst is C(Cl)Cl. The product is [Cl:1][C:2]1[N:3]=[C:4]([N:14]2[CH2:19][CH2:18][O:17][CH2:16][CH2:15]2)[C:5]2[N:10]=[C:9]([C:11]([N:33]3[CH2:36][CH:35]([N:37]4[CH2:42][CH2:41][O:40][CH2:39][CH2:38]4)[CH2:34]3)=[O:13])[S:8][C:6]=2[N:7]=1. The yield is 0.630.